Dataset: Forward reaction prediction with 1.9M reactions from USPTO patents (1976-2016). Task: Predict the product of the given reaction. (1) Given the reactants [CH2:1]([O:8][C:9]([NH:11][C@@H:12]([C:16]1[CH:21]=[CH:20][CH:19]=[CH:18][CH:17]=1)[C:13]([OH:15])=O)=[O:10])[C:2]1[CH:7]=[CH:6][CH:5]=[CH:4][CH:3]=1.[CH2:34]1CC[CH:31]([N:30]=C=[N:30][CH:31]2[CH2:36][CH2:35][CH2:34]CC2)[CH2:36][CH2:35]1.C1C=CC2N(O)N=NC=2C=1.N1CCCC1, predict the reaction product. The product is: [O:15]=[C:13]([N:30]1[CH2:31][CH2:36][CH2:35][CH2:34]1)[C@@H:12]([NH:11][C:9](=[O:10])[O:8][CH2:1][C:2]1[CH:3]=[CH:4][CH:5]=[CH:6][CH:7]=1)[C:16]1[CH:21]=[CH:20][CH:19]=[CH:18][CH:17]=1. (2) The product is: [CH:18]1([C:23]2[CH:31]=[CH:30][CH:29]=[CH:28][C:24]=2[C:25]([N:5]([CH2:4][CH:1]2[CH2:2][CH2:3]2)[C@H:6]2[CH2:10][CH2:9][N:8]([C:11]([O:13][C:14]([CH3:17])([CH3:16])[CH3:15])=[O:12])[CH2:7]2)=[O:26])[CH2:19][CH2:20][CH2:21][CH2:22]1. Given the reactants [CH:1]1([CH2:4][NH:5][C@H:6]2[CH2:10][CH2:9][N:8]([C:11]([O:13][C:14]([CH3:17])([CH3:16])[CH3:15])=[O:12])[CH2:7]2)[CH2:3][CH2:2]1.[CH:18]1([C:23]2[CH:31]=[CH:30][CH:29]=[CH:28][C:24]=2[C:25](O)=[O:26])[CH2:22][CH2:21][CH2:20][CH2:19]1.C(N(CC)CC)C, predict the reaction product. (3) Given the reactants [NH2:1][C@H:2]([CH:21]([CH3:23])[CH3:22])[C:3]([N:5]1[CH2:10][CH2:9][C@@:8]([C:12]2[CH:17]=[CH:16][C:15]([Cl:18])=[CH:14][CH:13]=2)([OH:11])[C:7]([CH3:20])([CH3:19])[CH2:6]1)=[O:4].[CH3:24][N:25]1[C:29]([C@@H:30]2[CH2:35][CH2:34][CH2:33][C@H:32]([C:36](O)=[O:37])[CH2:31]2)=[N:28][N:27]=[N:26]1.C1C=CC2N(O)N=NC=2C=1.C(Cl)CCl.C(N(CC)CC)C, predict the reaction product. The product is: [Cl:18][C:15]1[CH:14]=[CH:13][C:12]([C@@:8]2([OH:11])[CH2:9][CH2:10][N:5]([C:3](=[O:4])[C@H:2]([NH:1][C:36]([C@H:32]3[CH2:33][CH2:34][CH2:35][C@@H:30]([C:29]4[N:25]([CH3:24])[N:26]=[N:27][N:28]=4)[CH2:31]3)=[O:37])[CH:21]([CH3:23])[CH3:22])[CH2:6][C:7]2([CH3:19])[CH3:20])=[CH:17][CH:16]=1. (4) Given the reactants [NH2:1][C:2]1[CH:3]=[CH:4][CH:5]=[C:6]2[C:10]=1[CH:9]([OH:11])[CH2:8][CH2:7]2.Cl[C:13]1[N:18]=[CH:17][N:16]=[C:15]([C:19]2[CH:24]=[CH:23][C:22]([C:25]([F:28])([F:27])[F:26])=[CH:21][C:20]=2[NH:29][CH2:30][CH:31]2[CH2:33][CH2:32]2)[CH:14]=1, predict the reaction product. The product is: [CH:31]1([CH2:30][NH:29][C:20]2[CH:21]=[C:22]([C:25]([F:26])([F:27])[F:28])[CH:23]=[CH:24][C:19]=2[C:15]2[N:16]=[CH:17][N:18]=[C:13]([NH:1][C:2]3[CH:3]=[CH:4][CH:5]=[C:6]4[C:10]=3[CH:9]([OH:11])[CH2:8][CH2:7]4)[CH:14]=2)[CH2:33][CH2:32]1. (5) The product is: [CH2:1]([O:3][C:4]([C:6]1[O:14][C:9]2=[N:10][C:16]([CH3:17])=[CH:12][CH:13]=[C:8]2[C:7]=1[OH:15])=[O:5])[CH3:2]. Given the reactants [CH2:1]([O:3][C:4]([C:6]1[O:14][C:9]2[N:10]=N[CH:12]=[CH:13][C:8]=2[C:7]=1[OH:15])=[O:5])[CH3:2].[CH2:16](OC(=O)C1C=CC(C)=NC=1Cl)[CH3:17], predict the reaction product. (6) Given the reactants [C:1]1([C:21]2[CH:26]=[CH:25][CH:24]=[CH:23][CH:22]=2)[CH:6]=[CH:5][C:4]([C:7]([N:9]2[CH2:13][C:12](=[N:14][O:15][CH3:16])[CH2:11][C@H:10]2[C:17](=[N:19][OH:20])[NH2:18])=[O:8])=[CH:3][CH:2]=1.[C:27]([O:31][C:32]([N:34]1[CH2:39][CH2:38][CH2:37][C@@H:36]([C:40](O)=O)[CH2:35]1)=[O:33])([CH3:30])([CH3:29])[CH3:28], predict the reaction product. The product is: [C:1]1([C:21]2[CH:26]=[CH:25][CH:24]=[CH:23][CH:22]=2)[CH:2]=[CH:3][C:4]([C:7]([N:9]2[CH2:13][C:12](=[N:14][O:15][CH3:16])[CH2:11][C@H:10]2[C:17]2[N:18]=[C:40]([C@@H:36]3[CH2:37][CH2:38][CH2:39][N:34]([C:32]([O:31][C:27]([CH3:28])([CH3:30])[CH3:29])=[O:33])[CH2:35]3)[O:20][N:19]=2)=[O:8])=[CH:5][CH:6]=1.